Task: Predict the reaction yield, written as a fraction of the theoretical maximum amount of product (1.0 means a 100% yield; for example, 0.34 means a 34% yield).. Dataset: Reaction yield outcomes from USPTO patents with 853,638 reactions (1) The reactants are [CH:1]([C:3]1[CH:12]=[C:11]2[C:6]([CH2:7][CH2:8][N:9]([CH3:14])[C:10]2=[O:13])=[CH:5][CH:4]=1)=C.I([O-])(=O)(=O)=[O:16].[Na+]. The catalyst is O1CCOCC1.O.[Os](=O)(=O)(=O)=O. The product is [CH3:14][N:9]1[CH2:8][CH2:7][C:6]2[C:11](=[CH:12][C:3]([CH:1]=[O:16])=[CH:4][CH:5]=2)[C:10]1=[O:13]. The yield is 0.740. (2) The reactants are [CH2:1]([O:4][C:5]1[C:6]([CH2:20][CH3:21])=[C:7]([CH2:15][C:16]([O:18][CH3:19])=[O:17])[CH:8]=[C:9]([O:11][CH2:12][CH:13]=[CH2:14])[CH:10]=1)[CH:2]=[CH2:3].[OH:22][C:23]1[CH:31]=[CH:30][C:26]([C:27](O)=[O:28])=[CH:25][CH:24]=1.FC(F)(F)C(OC(=O)C(F)(F)F)=O.C(=O)([O-])O.[Na+]. The catalyst is FC(F)(F)C(O)=O. The product is [CH2:1]([O:4][C:5]1[C:6]([CH2:20][CH3:21])=[C:7]([CH2:15][C:16]([O:18][CH3:19])=[O:17])[C:8]([C:27](=[O:28])[C:26]2[CH:30]=[CH:31][C:23]([OH:22])=[CH:24][CH:25]=2)=[C:9]([O:11][CH2:12][CH:13]=[CH2:14])[CH:10]=1)[CH:2]=[CH2:3]. The yield is 0.570. (3) The reactants are CN(C)C=O.CS([O:10][CH2:11][CH2:12][CH2:13][CH2:14][C:15]([CH3:19])=[C:16]([F:18])[F:17])(=O)=O.[Cl:20][C:21]1[C:25]([CH2:26][CH3:27])=[N:24][N:23]([CH3:28])[C:22]=1[C:29](O)=[O:30].C(=O)([O-])O.[Na+]. The catalyst is O. The product is [Cl:20][C:21]1[C:25]([CH2:26][CH3:27])=[N:24][N:23]([CH3:28])[C:22]=1[C:29]([O:10][CH2:11][CH2:12][CH2:13][CH2:14][C:15]([CH3:19])=[C:16]([F:18])[F:17])=[O:30]. The yield is 0.740. (4) The yield is 0.340. The catalyst is O.C([O-])(=O)C.[Pd+2].C([O-])(=O)C.C(#N)C. The reactants are Br[C:2]1[CH:3]=[N:4][CH:5]=[C:6]([Br:8])[CH:7]=1.[CH3:9][CH:10]([OH:14])[CH2:11][CH:12]=[CH2:13].C1(C)C=CC=CC=1P(C1C=CC=CC=1C)C1C=CC=CC=1C.C(N(CC)CC)C. The product is [Br:8][C:6]1[CH:7]=[C:2](/[CH:13]=[CH:12]/[CH2:11][CH:10]([OH:14])[CH3:9])[CH:3]=[N:4][CH:5]=1.